This data is from hERG potassium channel inhibition data for cardiac toxicity prediction from Karim et al.. The task is: Regression/Classification. Given a drug SMILES string, predict its toxicity properties. Task type varies by dataset: regression for continuous values (e.g., LD50, hERG inhibition percentage) or binary classification for toxic/non-toxic outcomes (e.g., AMES mutagenicity, cardiotoxicity, hepatotoxicity). Dataset: herg_karim. (1) The compound is OC(CCN1CCCCC1)(c1ccccc1)C1CC2C=CC1C2. The result is 0 (non-blocker). (2) The compound is COc1ccc(NC(=N)NCCCOc2ccc(F)cc2)cc1. The result is 1 (blocker). (3) The molecule is Cn1nnnc1C1CC2(c3ccccc3)NC1CCC2OCc1cc(C(F)(F)F)cc(C(F)(F)F)c1. The result is 1 (blocker). (4) The drug is c1ccc(-c2cccc(OC3CC4CCC(C3)N4)n2)cc1. The result is 1 (blocker). (5) The molecule is CC[N+]1(C)Cc2sc(NC(=O)Nc3ccc(Cl)cc3)c(C(N)=O)c2C1.[I-]. The result is 1 (blocker). (6) The compound is Cc1ccccc1COC(=O)N1CCC(CNc2ncccn2)CC1. The result is 0 (non-blocker).